Dataset: NCI-60 drug combinations with 297,098 pairs across 59 cell lines. Task: Regression. Given two drug SMILES strings and cell line genomic features, predict the synergy score measuring deviation from expected non-interaction effect. (1) Drug 2: C(CCl)NC(=O)N(CCCl)N=O. Synergy scores: CSS=18.3, Synergy_ZIP=-4.14, Synergy_Bliss=2.32, Synergy_Loewe=-0.483, Synergy_HSA=0.250. Cell line: KM12. Drug 1: C1CCC(C(C1)N)N.C(=O)(C(=O)[O-])[O-].[Pt+4]. (2) Drug 1: CC1=C(C=C(C=C1)C(=O)NC2=CC(=CC(=C2)C(F)(F)F)N3C=C(N=C3)C)NC4=NC=CC(=N4)C5=CN=CC=C5. Drug 2: COCCOC1=C(C=C2C(=C1)C(=NC=N2)NC3=CC=CC(=C3)C#C)OCCOC.Cl. Cell line: HCT116. Synergy scores: CSS=5.50, Synergy_ZIP=2.91, Synergy_Bliss=8.55, Synergy_Loewe=4.59, Synergy_HSA=-1.54. (3) Drug 1: C1=NC(=NC(=O)N1C2C(C(C(O2)CO)O)O)N. Drug 2: CCC1(C2=C(COC1=O)C(=O)N3CC4=CC5=C(C=CC(=C5CN(C)C)O)N=C4C3=C2)O.Cl. Cell line: MDA-MB-435. Synergy scores: CSS=37.9, Synergy_ZIP=-7.18, Synergy_Bliss=-2.12, Synergy_Loewe=-5.75, Synergy_HSA=-0.921. (4) Drug 1: C1CCC(C1)C(CC#N)N2C=C(C=N2)C3=C4C=CNC4=NC=N3. Drug 2: CC(CN1CC(=O)NC(=O)C1)N2CC(=O)NC(=O)C2. Cell line: NCI-H460. Synergy scores: CSS=38.4, Synergy_ZIP=-0.119, Synergy_Bliss=-0.665, Synergy_Loewe=-5.52, Synergy_HSA=-0.705. (5) Synergy scores: CSS=11.9, Synergy_ZIP=-3.48, Synergy_Bliss=1.94, Synergy_Loewe=4.40, Synergy_HSA=4.77. Drug 2: COCCOC1=C(C=C2C(=C1)C(=NC=N2)NC3=CC=CC(=C3)C#C)OCCOC.Cl. Drug 1: CC1=C(C(CCC1)(C)C)C=CC(=CC=CC(=CC(=O)O)C)C. Cell line: SN12C. (6) Drug 1: C1CCC(CC1)NC(=O)N(CCCl)N=O. Drug 2: C1=NC2=C(N=C(N=C2N1C3C(C(C(O3)CO)O)O)F)N. Cell line: MCF7. Synergy scores: CSS=0.666, Synergy_ZIP=-3.82, Synergy_Bliss=-5.24, Synergy_Loewe=-7.50, Synergy_HSA=-7.11.